From a dataset of Catalyst prediction with 721,799 reactions and 888 catalyst types from USPTO. Predict which catalyst facilitates the given reaction. (1) Reactant: Br[CH2:2][C:3]1[N:4]=[C:5]([C:9]2[CH:14]=[CH:13][C:12]([Cl:15])=[CH:11][CH:10]=2)[O:6][C:7]=1[CH3:8].[F:16][C:17]1[C:25]([OH:26])=[CH:24][CH:23]=[C:22]([F:27])[C:18]=1[C:19]([NH2:21])=[O:20].C(=O)([O-])[O-].[K+].[K+]. Product: [Cl:15][C:12]1[CH:13]=[CH:14][C:9]([C:5]2[O:6][C:7]([CH3:8])=[C:3]([CH2:2][O:26][C:25]3[C:17]([F:16])=[C:18]([C:22]([F:27])=[CH:23][CH:24]=3)[C:19]([NH2:21])=[O:20])[N:4]=2)=[CH:10][CH:11]=1. The catalyst class is: 3. (2) Reactant: [N+:1]([C:4]1[CH:9]=[CH:8][C:7]([CH2:10][O:11][Si:12]([CH:19]([CH3:21])[CH3:20])([CH:16]([CH3:18])[CH3:17])[CH:13]([CH3:15])[CH3:14])=[CH:6][C:5]=1[NH:22][C@@H:23]1[CH2:28][CH2:27][C@H:26]([C:29]([O:31][CH3:32])=[O:30])[CH2:25][CH2:24]1)([O-])=O.C([O-])=O.[NH4+]. Product: [NH2:1][C:4]1[CH:9]=[CH:8][C:7]([CH2:10][O:11][Si:12]([CH:19]([CH3:21])[CH3:20])([CH:13]([CH3:15])[CH3:14])[CH:16]([CH3:17])[CH3:18])=[CH:6][C:5]=1[NH:22][C@@H:23]1[CH2:24][CH2:25][C@H:26]([C:29]([O:31][CH3:32])=[O:30])[CH2:27][CH2:28]1. The catalyst class is: 50.